Dataset: Reaction yield outcomes from USPTO patents with 853,638 reactions. Task: Predict the reaction yield, written as a fraction of the theoretical maximum amount of product (1.0 means a 100% yield; for example, 0.34 means a 34% yield). (1) The reactants are [OH:1][C:2]1[CH:7]=[CH:6][C:5]([CH2:8][C:9]([O:11][CH3:12])=[O:10])=[CH:4][CH:3]=1.[CH2:13]([CH:15]1[O:17][CH2:16]1)Cl.N1C=CC=CC=1. No catalyst specified. The product is [O:17]1[CH2:16][CH:15]1[CH2:13][O:1][C:2]1[CH:3]=[CH:4][C:5]([CH2:8][C:9]([O:11][CH3:12])=[O:10])=[CH:6][CH:7]=1. The yield is 0.340. (2) The reactants are [Cl:1][C:2]1[CH:12]=[CH:11][C:10]([C:13]2[CH:22]=[CH:21][C:20]3[C:15](=[CH:16][CH:17]=[C:18]([O:23][CH2:24][C:25]4[C:26]([C:33]5[C:38]([Cl:39])=[CH:37][CH:36]=[CH:35][C:34]=5[Cl:40])=[N:27][O:28][C:29]=4[CH:30]([CH3:32])[CH3:31])[CH:19]=3)[CH:14]=2)=[CH:9][C:3]=1[C:4]([O:6]CC)=[O:5].[OH-].[Na+].C(O)C. The catalyst is O1CCCC1. The product is [Cl:1][C:2]1[CH:12]=[CH:11][C:10]([C:13]2[CH:22]=[CH:21][C:20]3[C:15](=[CH:16][CH:17]=[C:18]([O:23][CH2:24][C:25]4[C:26]([C:33]5[C:34]([Cl:40])=[CH:35][CH:36]=[CH:37][C:38]=5[Cl:39])=[N:27][O:28][C:29]=4[CH:30]([CH3:32])[CH3:31])[CH:19]=3)[CH:14]=2)=[CH:9][C:3]=1[C:4]([OH:6])=[O:5]. The yield is 0.720. (3) The reactants are [F:1][C:2]([F:19])([CH:8]([O:13]C(=O)C(C)=C)[CH2:9][CH:10](C)C)[C:3]([O:5][CH2:6]C)=[O:4].CO.[C:22](=O)([O-])O.[Na+]. The catalyst is O.C1(C)C=CC(S(O)(=O)=O)=CC=1.C1C=CC=CC=1. The product is [F:19][C:2]([F:1])([CH:8]([OH:13])[CH:9]([CH3:10])[CH3:22])[C:3]([O:5][CH3:6])=[O:4]. The yield is 0.850. (4) The reactants are [Br:1][C:2]1[CH:3]=[C:4]([C:15]([OH:17])=O)[C:5](=[O:14])[N:6]([C:8]2[CH:13]=[CH:12][CH:11]=[CH:10][CH:9]=2)[CH:7]=1.[CH3:18][O:19][C:20]1[CH:21]=[C:22]2[C:27](=[CH:28][C:29]=1[O:30][CH3:31])[N:26]=[CH:25][CH:24]=[C:23]2[O:32][C:33]1[CH:38]=[CH:37][C:36]([NH2:39])=[CH:35][C:34]=1[F:40].C(Cl)CCl.C1C=NC2N(O)N=NC=2C=1.C(N(CC)C(C)C)(C)C. The catalyst is CN(C)C=O.C(OCC)(=O)C.O. The product is [Br:1][C:2]1[CH:3]=[C:4]([C:15]([NH:39][C:36]2[CH:37]=[CH:38][C:33]([O:32][C:23]3[C:22]4[C:27](=[CH:28][C:29]([O:30][CH3:31])=[C:20]([O:19][CH3:18])[CH:21]=4)[N:26]=[CH:25][CH:24]=3)=[C:34]([F:40])[CH:35]=2)=[O:17])[C:5](=[O:14])[N:6]([C:8]2[CH:9]=[CH:10][CH:11]=[CH:12][CH:13]=2)[CH:7]=1. The yield is 0.920. (5) The reactants are [Cl:1][C:2]1[CH:3]=[C:4]([N:10]2[CH:18]([CH:19]3[CH2:23][CH2:22][CH2:21][CH2:20]3)[CH:17]3[C:12]([C:13]4[CH:27]=[CH:26][C:25]([C:28]([O:30]C)=[O:29])=[CH:24][C:14]=4[CH2:15][CH2:16]3)=[N:11]2)[CH:5]=[CH:6][C:7]=1[C:8]#[N:9].[OH-].[Na+]. The catalyst is CO.O1CCCC1. The product is [Cl:1][C:2]1[CH:3]=[C:4]([N:10]2[CH:18]([CH:19]3[CH2:20][CH2:21][CH2:22][CH2:23]3)[CH:17]3[C:12]([C:13]4[CH:27]=[CH:26][C:25]([C:28]([OH:30])=[O:29])=[CH:24][C:14]=4[CH2:15][CH2:16]3)=[N:11]2)[CH:5]=[CH:6][C:7]=1[C:8]#[N:9]. The yield is 1.00. (6) The reactants are C([O:3][C:4]([CH:6]1[CH2:11][CH2:10][CH2:9][N:8]([C:12]([O:14][CH2:15][C:16]2[CH:21]=[CH:20][CH:19]=[CH:18][CH:17]=2)=[O:13])[CH2:7]1)=O)C.[H-].[Al+3].[Li+].[H-].[H-].[H-].O.[OH-].[Na+]. The catalyst is C1COCC1. The product is [CH2:15]([O:14][C:12]([N:8]1[CH2:9][CH2:10][CH2:11][CH:6]([CH2:4][OH:3])[CH2:7]1)=[O:13])[C:16]1[CH:21]=[CH:20][CH:19]=[CH:18][CH:17]=1. The yield is 0.660. (7) The reactants are [CH2:1]([S:3][C:4]1[C:9]([C:10]([NH:12][CH2:13][C:14]2[CH:19]=[CH:18][CH:17]=[C:16]([F:20])[CH:15]=2)=[O:11])=[C:8]([CH3:21])[CH:7]=[C:6]([NH:22][CH3:23])[N:5]=1)[CH3:2].CCN(C(C)C)C(C)C.Cl[CH2:34][C:35](=[O:37])[CH3:36].[OH-].[Na+]. The catalyst is CN1C(=O)CCC1.CCOC(C)=O. The product is [CH2:1]([S:3][C:4]1[C:9]([C:10]([NH:12][CH2:13][C:14]2[CH:19]=[CH:18][CH:17]=[C:16]([F:20])[CH:15]=2)=[O:11])=[C:8]([CH3:21])[CH:7]=[C:6]([N:22]([CH3:23])[CH2:34][C:35](=[O:37])[CH3:36])[N:5]=1)[CH3:2]. The yield is 0.300. (8) The reactants are [Br:1][C:2]1[N:7]=[CH:6][C:5]([CH2:8]O)=[CH:4][CH:3]=1.C1(P(C2C=CC=CC=2)C2C=CC=CC=2)C=CC=CC=1.[Br:29]N1C(=O)CCC1=O. The catalyst is C(Cl)Cl. The product is [Br:1][C:2]1[CH:3]=[CH:4][C:5]([CH2:8][Br:29])=[CH:6][N:7]=1. The yield is 0.910. (9) The product is [C:20]([NH:24][C:16]([C:13]1[CH:14]=[CH:15][C:10]2[N:11]([CH:19]=[C:8]([C:5]3[CH:4]=[CH:3][C:2]([F:1])=[CH:7][CH:6]=3)[N:9]=2)[CH:12]=1)=[O:18])([CH3:23])([CH3:22])[CH3:21]. The yield is 0.990. The reactants are [F:1][C:2]1[CH:7]=[CH:6][C:5]([C:8]2[N:9]=[C:10]3[CH:15]=[CH:14][C:13]([C:16]([OH:18])=O)=[CH:12][N:11]3[CH:19]=2)=[CH:4][CH:3]=1.[C:20]([NH2:24])([CH3:23])([CH3:22])[CH3:21].CN(C(ON1N=NC2C=CC=NC1=2)=[N+](C)C)C.F[P-](F)(F)(F)(F)F.C(N(CC)CC)C. The catalyst is CN(C=O)C. (10) The reactants are [CH3:1][O:2][C:3]1[CH:4]=[C:5]([CH:16]=[CH:17][CH:18]=1)[O:6][C:7]1[CH:8]=[C:9]([CH:13]=[CH:14][CH:15]=1)[C:10]([OH:12])=O.[NH2:19][C@@H:20]1[C@H:24]2[O:25][CH2:26][C@H:27]([NH:28][C:29]([CH:31]3[CH2:33][CH2:32]3)=[O:30])[C@H:23]2[O:22][CH2:21]1. No catalyst specified. The product is [CH:31]1([C:29]([NH:28][C@@H:27]2[C@H:23]3[O:22][CH2:21][C@H:20]([NH:19][C:10](=[O:12])[C:9]4[CH:13]=[CH:14][CH:15]=[C:7]([O:6][C:5]5[CH:16]=[CH:17][CH:18]=[C:3]([O:2][CH3:1])[CH:4]=5)[CH:8]=4)[C@H:24]3[O:25][CH2:26]2)=[O:30])[CH2:32][CH2:33]1. The yield is 0.400.